This data is from NCI-60 drug combinations with 297,098 pairs across 59 cell lines. The task is: Regression. Given two drug SMILES strings and cell line genomic features, predict the synergy score measuring deviation from expected non-interaction effect. (1) Drug 1: CCCCC(=O)OCC(=O)C1(CC(C2=C(C1)C(=C3C(=C2O)C(=O)C4=C(C3=O)C=CC=C4OC)O)OC5CC(C(C(O5)C)O)NC(=O)C(F)(F)F)O. Drug 2: CCCCCOC(=O)NC1=NC(=O)N(C=C1F)C2C(C(C(O2)C)O)O. Cell line: PC-3. Synergy scores: CSS=14.8, Synergy_ZIP=-9.70, Synergy_Bliss=-7.10, Synergy_Loewe=-22.1, Synergy_HSA=-7.26. (2) Drug 1: CN(C)C1=NC(=NC(=N1)N(C)C)N(C)C. Drug 2: CC=C1C(=O)NC(C(=O)OC2CC(=O)NC(C(=O)NC(CSSCCC=C2)C(=O)N1)C(C)C)C(C)C. Cell line: DU-145. Synergy scores: CSS=23.5, Synergy_ZIP=2.47, Synergy_Bliss=1.33, Synergy_Loewe=-54.4, Synergy_HSA=-1.39. (3) Drug 1: CC1=C(C=C(C=C1)NC(=O)C2=CC=C(C=C2)CN3CCN(CC3)C)NC4=NC=CC(=N4)C5=CN=CC=C5. Drug 2: C1=NC2=C(N=C(N=C2N1C3C(C(C(O3)CO)O)F)Cl)N. Cell line: CAKI-1. Synergy scores: CSS=21.4, Synergy_ZIP=1.92, Synergy_Bliss=4.97, Synergy_Loewe=-37.1, Synergy_HSA=-6.76. (4) Drug 1: C1=CC(=CC=C1C#N)C(C2=CC=C(C=C2)C#N)N3C=NC=N3. Drug 2: CC(C)NC(=O)C1=CC=C(C=C1)CNNC.Cl. Cell line: K-562. Synergy scores: CSS=9.52, Synergy_ZIP=1.77, Synergy_Bliss=4.54, Synergy_Loewe=5.38, Synergy_HSA=6.66. (5) Drug 1: C1=C(C(=O)NC(=O)N1)N(CCCl)CCCl. Drug 2: CC1=C(C(=CC=C1)Cl)NC(=O)C2=CN=C(S2)NC3=CC(=NC(=N3)C)N4CCN(CC4)CCO. Cell line: CCRF-CEM. Synergy scores: CSS=65.4, Synergy_ZIP=8.86, Synergy_Bliss=9.59, Synergy_Loewe=7.82, Synergy_HSA=8.08. (6) Drug 1: COC1=NC(=NC2=C1N=CN2C3C(C(C(O3)CO)O)O)N. Drug 2: CC1CCC2CC(C(=CC=CC=CC(CC(C(=O)C(C(C(=CC(C(=O)CC(OC(=O)C3CCCCN3C(=O)C(=O)C1(O2)O)C(C)CC4CCC(C(C4)OC)OCCO)C)C)O)OC)C)C)C)OC. Cell line: HS 578T. Synergy scores: CSS=-3.61, Synergy_ZIP=1.19, Synergy_Bliss=1.12, Synergy_Loewe=-8.89, Synergy_HSA=-4.08.